This data is from Forward reaction prediction with 1.9M reactions from USPTO patents (1976-2016). The task is: Predict the product of the given reaction. (1) The product is: [CH2:1]([O:8][CH2:9][C@@H:10]1[CH2:13][C@H:12]([O:14][Si:20]([C:23]([CH3:26])([CH3:25])[CH3:24])([CH3:22])[CH3:21])[CH2:11]1)[C:2]1[CH:7]=[CH:6][CH:5]=[CH:4][CH:3]=1. Given the reactants [CH2:1]([O:8][CH2:9][C@@H:10]1[CH2:13][C@H:12]([OH:14])[CH2:11]1)[C:2]1[CH:7]=[CH:6][CH:5]=[CH:4][CH:3]=1.N1C=CN=C1.[Si:20](Cl)([C:23]([CH3:26])([CH3:25])[CH3:24])([CH3:22])[CH3:21], predict the reaction product. (2) Given the reactants Cl[C:2]1[CH:7]=[CH:6][C:5]([CH3:8])=[CH:4][C:3]=1[N+:9]([O-:11])=[O:10].[NH2:12][C:13]1[CH:18]=[CH:17][CH:16]=[CH:15][C:14]=1[SH:19].C([O-])([O-])=O.[K+].[K+], predict the reaction product. The product is: [CH3:8][C:5]1[CH:6]=[CH:7][C:2]([S:19][C:14]2[CH:15]=[CH:16][CH:17]=[CH:18][C:13]=2[NH2:12])=[C:3]([N+:9]([O-:11])=[O:10])[CH:4]=1. (3) The product is: [CH:40]1([C:38]([NH:37][C:35]2[N:36]=[C:31]3[CH:30]=[CH:29][C:28]([O:27][C:26]4[CH:25]=[C:24]([NH:23][C:8]([C:6]5[N:5]([CH3:11])[N:4]=[C:3]([O:2][CH3:1])[CH:7]=5)=[O:10])[CH:45]=[CH:44][CH:43]=4)=[CH:33][N:32]3[N:34]=2)=[O:39])[CH2:41][CH2:42]1. Given the reactants [CH3:1][O:2][C:3]1[CH:7]=[C:6]([C:8]([OH:10])=O)[N:5]([CH3:11])[N:4]=1.O1CCCC1.C(Cl)(=O)C(Cl)=O.[NH2:23][C:24]1[CH:25]=[C:26]([CH:43]=[CH:44][CH:45]=1)[O:27][C:28]1[CH:29]=[CH:30][C:31]2[N:32]([N:34]=[C:35]([NH:37][C:38]([CH:40]3[CH2:42][CH2:41]3)=[O:39])[N:36]=2)[CH:33]=1, predict the reaction product. (4) Given the reactants [NH2:1][CH2:2][CH2:3][N:4]1[C:8](=[O:9])/[C:7](=[CH:10]/[C:11]2[CH:16]=[CH:15][C:14]([O:17][CH2:18][CH3:19])=[CH:13][CH:12]=2)/[S:6][C:5]1=[O:20].[C:21](Cl)([O:23][CH2:24][CH:25]1[C:37]2[C:32](=[CH:33][CH:34]=[CH:35][CH:36]=2)[C:31]2[C:26]1=[CH:27][CH:28]=[CH:29][CH:30]=2)=[O:22].CCN(C(C)C)C(C)C.C(OC1C=CC(/C=C2/C(=O)N(CCNC(=O)C)C(=O)S/2)=CC=1)C, predict the reaction product. The product is: [CH2:18]([O:17][C:14]1[CH:15]=[CH:16][C:11](/[CH:10]=[C:7]2/[C:8](=[O:9])[N:4]([CH2:3][CH2:2][NH:1][C:21](=[O:22])[O:23][CH2:24][CH:25]3[C:37]4[CH:36]=[CH:35][CH:34]=[CH:33][C:32]=4[C:31]4[C:26]3=[CH:27][CH:28]=[CH:29][CH:30]=4)[C:5](=[O:20])[S:6]/2)=[CH:12][CH:13]=1)[CH3:19].